From a dataset of Reaction yield outcomes from USPTO patents with 853,638 reactions. Predict the reaction yield, written as a fraction of the theoretical maximum amount of product (1.0 means a 100% yield; for example, 0.34 means a 34% yield). (1) The product is [NH2:1][C:2](=[O:20])[C@@H:3]([NH:5][C:6]1[N:11]=[C:10]([C:30]2[CH:29]=[CH:28][C:27]([O:26][C:25]3[CH:24]=[CH:23][C:22]([F:21])=[CH:43][CH:42]=3)=[CH:32][CH:31]=2)[N:9]=[C:8]([C:13]([O:15][C:16]([CH3:19])([CH3:18])[CH3:17])=[O:14])[CH:7]=1)[CH3:4]. The yield is 0.570. The catalyst is O1CCOCC1.C1C=CC(P(C2C=CC=CC=2)[C-]2C=CC=C2)=CC=1.C1C=CC(P(C2C=CC=CC=2)[C-]2C=CC=C2)=CC=1.Cl[Pd]Cl.[Fe+2]. The reactants are [NH2:1][C:2](=[O:20])[C@@H:3]([NH:5][C:6]1[N:11]=[C:10](Cl)[N:9]=[C:8]([C:13]([O:15][C:16]([CH3:19])([CH3:18])[CH3:17])=[O:14])[CH:7]=1)[CH3:4].[F:21][C:22]1[CH:43]=[CH:42][C:25]([O:26][C:27]2[CH:32]=[CH:31][C:30](B3OC(C)(C)C(C)(C)O3)=[CH:29][CH:28]=2)=[CH:24][CH:23]=1.C([O-])([O-])=O.[Na+].[Na+]. (2) The reactants are [NH2:1][C:2]1[N:6]([CH2:7][CH2:8][Cl:9])[N:5]=[CH:4][C:3]=1[C:10]#[N:11].[OH:12]S(O)(=O)=O.[NH4+].[OH-]. No catalyst specified. The product is [NH2:1][C:2]1[N:6]([CH2:7][CH2:8][Cl:9])[N:5]=[CH:4][C:3]=1[C:10]([NH2:11])=[O:12]. The yield is 0.880. (3) The reactants are [F:1][C:2]([F:27])([F:26])[C:3]1[CH:4]=[C:5]([NH:13][C:14](SC)=[C:15]([S:18]([CH:21]([CH3:23])[CH3:22])(=[O:20])=[O:19])[C:16]#[N:17])[CH:6]=[C:7]([C:9]([F:12])([F:11])[F:10])[CH:8]=1.[CH:28]1([NH2:33])[CH2:32][CH2:31][CH2:30][CH2:29]1. No catalyst specified. The product is [F:26][C:2]([F:1])([F:27])[C:3]1[CH:4]=[C:5]([NH:13][C:14]([NH:33][CH:28]2[CH2:32][CH2:31][CH2:30][CH2:29]2)=[C:15]([S:18]([CH:21]([CH3:22])[CH3:23])(=[O:20])=[O:19])[C:16]#[N:17])[CH:6]=[C:7]([C:9]([F:10])([F:12])[F:11])[CH:8]=1. The yield is 0.990. (4) The reactants are [CH3:1][C:2]1([CH3:9])[O:6][CH:5]([CH2:7][OH:8])[CH2:4][O:3]1.[H-].[Na+].[Cl:12][C:13]1[N:14]=[N:15][C:16]([Cl:20])=[CH:17][C:18]=1Cl. The catalyst is C1COCC1. The product is [Cl:12][C:13]1[N:14]=[N:15][C:16]([Cl:20])=[CH:17][C:18]=1[O:8][CH2:7][CH:5]1[CH2:4][O:3][C:2]([CH3:9])([CH3:1])[O:6]1. The yield is 0.630.